Dataset: Full USPTO retrosynthesis dataset with 1.9M reactions from patents (1976-2016). Task: Predict the reactants needed to synthesize the given product. Given the product [C:1]([O:5][C:6]([N:8]1[CH:17]([C:18](=[O:20])[NH:93][C@H:77]([C:76]([O:75][CH3:74])=[O:94])[CH2:78][C:79]2[CH:80]=[CH:81][C:82]([C:85]3[CH:90]=[CH:89][C:88]([C:91]#[N:92])=[CH:87][CH:86]=3)=[CH:83][CH:84]=2)[CH2:16][C:15]2[CH:14]=[C:13]3[O:21][CH2:22][C@H:23]([C:25]4[CH:30]=[CH:29][C:28]([O:31][CH2:32][C:33]5[CH:38]=[CH:37][C:36]([Cl:39])=[C:35]([Cl:40])[CH:34]=5)=[CH:27][CH:26]=4)[O:24][C:12]3=[CH:11][C:10]=2[CH2:9]1)=[O:7])([CH3:2])([CH3:3])[CH3:4], predict the reactants needed to synthesize it. The reactants are: [C:1]([O:5][C:6]([N:8]1[CH:17]([C:18]([OH:20])=O)[CH2:16][C:15]2[CH:14]=[C:13]3[O:21][CH2:22][C@H:23]([C:25]4[CH:30]=[CH:29][C:28]([O:31][CH2:32][C:33]5[CH:38]=[CH:37][C:36]([Cl:39])=[C:35]([Cl:40])[CH:34]=5)=[CH:27][CH:26]=4)[O:24][C:12]3=[CH:11][C:10]=2[CH2:9]1)=[O:7])([CH3:4])([CH3:3])[CH3:2].CN(C(ON1N=NC2C=CC=CC1=2)=[N+](C)C)C.F[P-](F)(F)(F)(F)F.CCN(C(C)C)C(C)C.[CH3:74][O:75][C:76](=[O:94])[C@@H:77]([NH2:93])[CH2:78][C:79]1[CH:84]=[CH:83][C:82]([C:85]2[CH:90]=[CH:89][C:88]([C:91]#[N:92])=[CH:87][CH:86]=2)=[CH:81][CH:80]=1.Cl.